This data is from Peptide-MHC class I binding affinity with 185,985 pairs from IEDB/IMGT. The task is: Regression. Given a peptide amino acid sequence and an MHC pseudo amino acid sequence, predict their binding affinity value. This is MHC class I binding data. (1) The peptide sequence is TPALAARGF. The MHC is HLA-B08:01 with pseudo-sequence HLA-B08:01. The binding affinity (normalized) is 0.0847. (2) The peptide sequence is DLKRIGASL. The MHC is HLA-B58:01 with pseudo-sequence HLA-B58:01. The binding affinity (normalized) is 0.0847. (3) The peptide sequence is YSSHELWHF. The MHC is HLA-B27:03 with pseudo-sequence HLA-B27:03. The binding affinity (normalized) is 0.0847. (4) The peptide sequence is IYSAEFKNY. The MHC is HLA-A31:01 with pseudo-sequence HLA-A31:01. The binding affinity (normalized) is 0.0847. (5) The peptide sequence is LVGNTLTTC. The MHC is HLA-A02:12 with pseudo-sequence HLA-A02:12. The binding affinity (normalized) is 0.222. (6) The peptide sequence is MSQMPPHPY. The MHC is HLA-B18:01 with pseudo-sequence HLA-B18:01. The binding affinity (normalized) is 0.0847. (7) The peptide sequence is YFFVKWIGK. The MHC is HLA-A02:01 with pseudo-sequence HLA-A02:01. The binding affinity (normalized) is 0.0847.